Predict the reactants needed to synthesize the given product. From a dataset of Full USPTO retrosynthesis dataset with 1.9M reactions from patents (1976-2016). (1) The reactants are: [CH3:1][C:2]1[N:3]([CH2:28][C:29]([O:31]CC)=[O:30])[C:4]2[CH2:5][C:6]([CH3:27])([CH3:26])[CH2:7][CH2:8][C:9]=2[C:10]=1[S:11][C:12]1[CH:17]=[CH:16][C:15]([S:18]([N:21]2[CH2:25][CH2:24][CH2:23][CH2:22]2)(=[O:20])=[O:19])=[CH:14][CH:13]=1.C1COCC1.[OH-].[Na+]. Given the product [CH3:1][C:2]1[N:3]([CH2:28][C:29]([OH:31])=[O:30])[C:4]2[CH2:5][C:6]([CH3:27])([CH3:26])[CH2:7][CH2:8][C:9]=2[C:10]=1[S:11][C:12]1[CH:13]=[CH:14][C:15]([S:18]([N:21]2[CH2:22][CH2:23][CH2:24][CH2:25]2)(=[O:20])=[O:19])=[CH:16][CH:17]=1, predict the reactants needed to synthesize it. (2) Given the product [NH2:2][CH2:1][C:3]1([C:6]([O:8][CH2:9][CH3:10])=[O:7])[CH2:5][CH2:4]1, predict the reactants needed to synthesize it. The reactants are: [C:1]([C:3]1([C:6]([O:8][CH2:9][CH3:10])=[O:7])[CH2:5][CH2:4]1)#[N:2].[H][H]. (3) Given the product [CH3:19][O:20][C:21](=[O:60])[CH2:22][C:23]1[CH:28]=[CH:27][C:26]([C:29]2[CH:34]=[CH:33][C:32]([C:35]([CH2:36][CH3:37])([C:38]3[CH:43]=[CH:42][C:41]([C:44]#[C:45][C:46]4([OH:51])[CH2:50][CH2:49][CH2:48][CH2:47]4)=[C:40]([CH3:56])[CH:39]=3)[CH2:57][CH3:58])=[CH:31][C:30]=2[CH3:59])=[CH:25][N:24]=1, predict the reactants needed to synthesize it. The reactants are: [F-].C([N+](CCCC)(CCCC)CCCC)CCC.[CH3:19][O:20][C:21](=[O:60])[CH2:22][C:23]1[CH:28]=[CH:27][C:26]([C:29]2[CH:34]=[CH:33][C:32]([C:35]([CH2:57][CH3:58])([C:38]3[CH:43]=[CH:42][C:41]([C:44]#[C:45][C:46]4([O:51][Si](C)(C)C)[CH2:50][CH2:49][CH2:48][CH2:47]4)=[C:40]([CH3:56])[CH:39]=3)[CH2:36][CH3:37])=[CH:31][C:30]=2[CH3:59])=[CH:25][N:24]=1. (4) Given the product [F:52][C@@H:53]1[CH2:57][CH2:56][N:55]([CH2:12][CH2:13][N:14]2[CH2:18][C@H:17]([CH:19]([CH3:20])[CH3:21])[N:16]([C:22]3[CH:27]=[CH:26][N:25]4[N:28]=[CH:29][C:30]([C:31]5[CH:32]=[CH:33][C:34]([C:37]6[N:41]=[CH:40][N:39]([CH2:42][O:43][CH2:44][CH2:45][Si:46]([CH3:47])([CH3:48])[CH3:49])[N:38]=6)=[CH:35][CH:36]=5)=[C:24]4[N:23]=3)[C:15]2=[O:50])[CH2:54]1, predict the reactants needed to synthesize it. The reactants are: CC1C=CC(S(O[CH2:12][CH2:13][N:14]2[CH2:18][C@H:17]([CH:19]([CH3:21])[CH3:20])[N:16]([C:22]3[CH:27]=[CH:26][N:25]4[N:28]=[CH:29][C:30]([C:31]5[CH:36]=[CH:35][C:34]([C:37]6[N:41]=[CH:40][N:39]([CH2:42][O:43][CH2:44][CH2:45][Si:46]([CH3:49])([CH3:48])[CH3:47])[N:38]=6)=[CH:33][CH:32]=5)=[C:24]4[N:23]=3)[C:15]2=[O:50])(=O)=O)=CC=1.Cl.[F:52][C@@H:53]1[CH2:57][CH2:56][NH:55][CH2:54]1.C(N(C(C)C)C(C)C)C.[OH-].[Na+]. (5) Given the product [F:2][C:3]1[CH:4]=[N:5][C:6]([C@@H:9]([NH:11][C:22]2[N:23]=[C:24]([NH:41][C:42]3[N:43]=[CH:44][N:45]([CH3:47])[CH:46]=3)[C:25]3[CH:30]=[CH:29][N:28]([S:31]([C:34]4[CH:39]=[CH:38][C:37]([CH3:40])=[CH:36][CH:35]=4)(=[O:33])=[O:32])[C:26]=3[N:27]=2)[CH3:10])=[N:7][CH:8]=1, predict the reactants needed to synthesize it. The reactants are: Cl.[F:2][C:3]1[CH:4]=[N:5][C:6]([C@@H:9]([NH2:11])[CH3:10])=[N:7][CH:8]=1.CCN(C(C)C)C(C)C.Cl[C:22]1[N:23]=[C:24]([NH:41][C:42]2[N:43]=[CH:44][N:45]([CH3:47])[CH:46]=2)[C:25]2[CH:30]=[CH:29][N:28]([S:31]([C:34]3[CH:39]=[CH:38][C:37]([CH3:40])=[CH:36][CH:35]=3)(=[O:33])=[O:32])[C:26]=2[N:27]=1. (6) Given the product [F:1][C:2]([F:7])([F:6])[C:3]([OH:5])=[O:4].[F:1][C:2]([F:7])([F:6])[C:3]([OH:5])=[O:4].[CH3:8][S:9]([CH:12]([CH2:22][NH2:23])[CH2:13][NH2:14])(=[O:11])=[O:10], predict the reactants needed to synthesize it. The reactants are: [F:1][C:2]([F:7])([F:6])[C:3]([OH:5])=[O:4].[CH3:8][S:9]([CH:12]([CH2:22][NH:23]C(=O)OC(C)(C)C)[CH2:13][NH:14]C(=O)OC(C)(C)C)(=[O:11])=[O:10]. (7) The reactants are: Cl[C:2]1[N:7]=[C:6]([NH2:8])[N:5]=[C:4]([NH:9][CH2:10][CH2:11][C:12]2[CH:17]=[CH:16][C:15]([Cl:18])=[CH:14][CH:13]=2)[CH:3]=1.[F:19][C:20]([F:31])([F:30])[C:21]1[CH:22]=[C:23](B(O)O)[CH:24]=[CH:25][CH:26]=1.C(=O)([O-])[O-].[K+].[K+]. Given the product [Cl:18][C:15]1[CH:16]=[CH:17][C:12]([CH2:11][CH2:10][NH:9][C:4]2[CH:3]=[C:2]([C:25]3[CH:24]=[CH:23][CH:22]=[C:21]([C:20]([F:31])([F:30])[F:19])[CH:26]=3)[N:7]=[C:6]([NH2:8])[N:5]=2)=[CH:13][CH:14]=1, predict the reactants needed to synthesize it. (8) Given the product [F:1][C:2]1[C:10]([F:11])=[C:9]2[C:5]([C:6](/[CH:20]=[C:35]3\[O:36][C:32]4[CH:31]=[CH:30][C:29]([NH:28][C:26]([NH:25][CH3:24])=[O:27])=[CH:38][C:33]=4[C:34]\3=[O:37])=[C:7]([C:12]3[C:13]([CH3:19])=[N:14][N:15]([CH3:18])[C:16]=3[CH3:17])[NH:8]2)=[CH:4][C:3]=1[O:22][CH3:23], predict the reactants needed to synthesize it. The reactants are: [F:1][C:2]1[C:10]([F:11])=[C:9]2[C:5]([C:6]([CH:20]=O)=[C:7]([C:12]3[C:13]([CH3:19])=[N:14][N:15]([CH3:18])[C:16]=3[CH3:17])[NH:8]2)=[CH:4][C:3]=1[O:22][CH3:23].[CH3:24][NH:25][C:26]([NH:28][C:29]1[CH:30]=[CH:31][C:32]2[O:36][CH2:35][C:34](=[O:37])[C:33]=2[CH:38]=1)=[O:27].CCOC(C)=O.